From a dataset of Experimentally validated miRNA-target interactions with 360,000+ pairs, plus equal number of negative samples. Binary Classification. Given a miRNA mature sequence and a target amino acid sequence, predict their likelihood of interaction. (1) The miRNA is hsa-miR-5092 with sequence AAUCCACGCUGAGCUUGGCAUC. The protein sequence of the target gene is MADNSSDECEEENNKEKKKTSQLTPQRGFSENEDDDDDDDDSSETDSDSDDDDEEHGAPLEGAYDPADYEHLPVSAEIKELFQYISRYTPQLIDLDHKLKPFIPDFIPAVGDIDAFLKVPRPDGKPDNLGLLVLDEPSTKQSDPTVLSLWLTENSKQHNITQHMKVKSLEDAEKNPKAIDTWIESISELHRSKPPATVHYTRPMPDIDTLMQEWSPEFEELLGKVSLPTAEIDCSLAEYIDMICAILDIPVYKSRIQSLHLLFSLYSEFKNSQHFKALAEGKKAFTPSSNSTSQAGDMET.... Result: 0 (no interaction). (2) The miRNA is mmu-miR-328-3p with sequence CUGGCCCUCUCUGCCCUUCCGU. The protein sequence of the target gene is MSPCPEEAAMRREVVKRIETVVKDLWPTADVQIFGSFSTGLYLPTSDIDLVVFGKWERPPLQLLEQALRKHNVAEPCSIKVLDKATVPIIKLTDQETEVKVDISFNMETGVRAAEFIKNYMKKYSLLPYLILVLKQFLLQRDLNEVFTGGISSYSLILMAISFLQLHPRIDARRADENLGMLLVEFFELYGRNFNYLKTGIRIKEGGAYIAKEEIMKAMTSGYRPSMLCIEDPLLPGNDVGRSSYGAMQVKQVFDYAYIVLSHAVSPLARSYPNRDSESTLGRIIKVTQEVIDYRRWIKE.... Result: 0 (no interaction). (3) The miRNA is mmu-miR-669l-5p with sequence AGUUGUGUGUGCAUGUAUAUGU. The protein sequence of the target gene is MKRGRLPSSSEDSDDNGSLSTTWSQNSRSQHRRSSCSRHEDRKPSEVFRTDLITAMKLHDSYQLNPDEYYVLADPWRQEWEKGVQVPVSPGTIPQPVARVVSEEKSLMFIRPKKYIVSSGSEPPELGYVDIRTLADSVCRYDLNDMDAAWLELTNEEFKEMGMPELDEYTMERVLEEFEQRCYDNMNHAIETEEGLGIEYDEDVVCDVCQSPDGEDGNEMVFCDKCNICVHQACYGILKVPEGSWLCRTCALGVQPKCLLCPKKGGAMKPTRSGTKWVHVSCALWIPEVSIGSPEKMEPI.... Result: 0 (no interaction). (4) Result: 0 (no interaction). The miRNA is hsa-miR-1263 with sequence AUGGUACCCUGGCAUACUGAGU. The protein sequence of the target gene is MTEESSDVPRELIESIKDVIGRKIKISVKKKVKLEVKGDKVENKVLVLTSCRAFLVTARIPTKLELTFSYLEIHGVVCSKSAQMIVETEKCSISMKMASPEDVSEVLAHIGTCLRKIFPGLSPVRIMKKVSMEPSERLASLQALWDSQTVAEQGPCGGFSQMYACVCDWLGFSYREEVQWDVDTIYLTQDTRELNLQDFSHLDHRDLIPIIAALEYNQWFTKLSSKDLKLSTDVCEQILRVVSRSNRLEELVLENAGLRTDFAQKLASALAHNPNSGLHTINLAGNPLEDRGVSSLSIQF....